Dataset: Full USPTO retrosynthesis dataset with 1.9M reactions from patents (1976-2016). Task: Predict the reactants needed to synthesize the given product. Given the product [CH:6]([C:9]1[NH:10][C:11]2[C:16]([C:17]=1[CH:21]=[O:22])=[CH:15][CH:14]=[CH:13][CH:12]=2)([CH3:8])[CH3:7], predict the reactants needed to synthesize it. The reactants are: O=P(Cl)(Cl)Cl.[CH:6]([C:9]1[NH:10][C:11]2[C:16]([CH:17]=1)=[CH:15][CH:14]=[CH:13][CH:12]=2)([CH3:8])[CH3:7].CN([CH:21]=[O:22])C.